This data is from HIV replication inhibition screening data with 41,000+ compounds from the AIDS Antiviral Screen. The task is: Binary Classification. Given a drug SMILES string, predict its activity (active/inactive) in a high-throughput screening assay against a specified biological target. (1) The molecule is COc1cc2c(c(OC)c1OC)-c1ccc(=O)c(OC)cc1C(NC(C)=O)CC2. The result is 0 (inactive). (2) The molecule is O=C(COc1ccc(OCC(=O)N2C(=O)CC(=O)N(c3ccccc3)C2=S)cc1)N1C(=O)CC(=O)N(c2ccccc2)C1=S. The result is 0 (inactive). (3) The drug is Cc1ccc(S(=O)(=O)N2CCN(CCN(C)CCN3CCN(S(=O)(=O)c4ccc(C)cc4)CC3)CC2)cc1. The result is 0 (inactive). (4) The drug is CC1=NN(C(=O)c2ccc(Cl)cc2)C(=O)C1=Cc1ccccc1O. The result is 0 (inactive). (5) The compound is Cc1ccc2nc(-c3ccc(C(C)(C)C)cc3)oc(=O)c2c1. The result is 0 (inactive). (6) The molecule is CC(=O)c1c(=O)n(-c2ccc(C)cc2)c(O)c2c(=N)[nH][nH]c12. The result is 1 (active).